Dataset: Forward reaction prediction with 1.9M reactions from USPTO patents (1976-2016). Task: Predict the product of the given reaction. (1) Given the reactants [OH:1][C:2]1[CH:3]=[C:4]([C:8]2[N:9]=[C:10]([CH2:13][O:14][C:15]3[CH:25]=[CH:24][C:18]([O:19][CH2:20][C:21]([OH:23])=[O:22])=[C:17]([CH3:26])[CH:16]=3)[S:11][CH:12]=2)[CH:5]=[CH:6][CH:7]=1.[C:27]([O-])([O-])=O.[K+].[K+].[CH:33]1(Br)[CH2:37][CH2:36][CH2:35][CH2:34]1, predict the reaction product. The product is: [CH:33]1([O:1][C:2]2[CH:3]=[C:4]([C:8]3[N:9]=[C:10]([CH2:13][O:14][C:15]4[CH:25]=[CH:24][C:18]([O:19][CH2:20][C:21]([O:23][CH3:27])=[O:22])=[C:17]([CH3:26])[CH:16]=4)[S:11][CH:12]=3)[CH:5]=[CH:6][CH:7]=2)[CH2:37][CH2:36][CH2:35][CH2:34]1. (2) Given the reactants [Cl:1][C:2]1[CH:7]=[CH:6][C:5]([C:8]2([CH3:37])[C:12]([C:14]3[CH:19]=[CH:18][C:17]([Cl:20])=[CH:16][CH:15]=3)([CH3:13])[N:11]([C:21](Cl)=[O:22])[C:10]([C:24]3[CH:29]=[CH:28][C:27]([C:30]([F:33])([F:32])[F:31])=[CH:26][C:25]=3[O:34][CH2:35][CH3:36])=[N:9]2)=[CH:4][CH:3]=1.[OH:38][CH:39]1[CH2:44][CH2:43][NH:42][CH2:41][CH2:40]1, predict the reaction product. The product is: [Cl:1][C:2]1[CH:3]=[CH:4][C:5]([C@@:8]2([CH3:37])[C@:12]([C:14]3[CH:19]=[CH:18][C:17]([Cl:20])=[CH:16][CH:15]=3)([CH3:13])[N:11]([C:21]([N:42]3[CH2:43][CH2:44][CH:39]([OH:38])[CH2:40][CH2:41]3)=[O:22])[C:10]([C:24]3[CH:29]=[CH:28][C:27]([C:30]([F:33])([F:32])[F:31])=[CH:26][C:25]=3[O:34][CH2:35][CH3:36])=[N:9]2)=[CH:6][CH:7]=1. (3) Given the reactants [CH3:1][O:2][CH2:3][C:4]1[N:8]2[CH:9]=[C:10]([C:13]#[N:14])[CH:11]=[CH:12][C:7]2=[N:6][CH:5]=1.N, predict the reaction product. The product is: [CH3:1][O:2][CH2:3][C:4]1[N:8]2[CH:9]=[C:10]([CH2:13][NH2:14])[CH:11]=[CH:12][C:7]2=[N:6][CH:5]=1. (4) Given the reactants [CH2:1]([CH:4]([CH2:8][CH2:9][CH3:10])[C:5]([OH:7])=O)[CH2:2][CH3:3].C(Cl)(=O)[C:12]([Cl:14])=O.[N+](=C)=[N-].Cl.O1CCOCC1, predict the reaction product. The product is: [Cl:14][CH2:12][C:5](=[O:7])[CH:4]([CH2:1][CH2:2][CH3:3])[CH2:8][CH2:9][CH3:10].